From a dataset of Forward reaction prediction with 1.9M reactions from USPTO patents (1976-2016). Predict the product of the given reaction. (1) Given the reactants [CH3:1][O:2][C:3]1[CH:47]=[C:46]([O:48][CH3:49])[CH:45]=[C:44]([O:50][CH3:51])[C:4]=1[CH:5]=[CH:6][CH:7]([S:17]([CH:20]([CH:30]=[CH:31][C:32]1[C:37]([O:38][CH3:39])=[CH:36][C:35]([O:40][CH3:41])=[CH:34][C:33]=1[O:42][CH3:43])[C:21]1[CH:26]=[CH:25][C:24]([O:27][CH3:28])=[C:23]([NH2:29])[CH:22]=1)(=[O:19])=[O:18])[C:8]1[CH:13]=[CH:12][C:11]([O:14][CH3:15])=[C:10]([NH2:16])[CH:9]=1.[Cl:52][CH2:53][C:54](Cl)=[O:55], predict the reaction product. The product is: [CH3:51][O:50][C:44]1[CH:45]=[C:46]([O:48][CH3:49])[CH:47]=[C:3]([O:2][CH3:1])[C:4]=1[CH:5]=[CH:6][CH:7]([S:17]([CH:20]([CH:30]=[CH:31][C:32]1[C:33]([O:42][CH3:43])=[CH:34][C:35]([O:40][CH3:41])=[CH:36][C:37]=1[O:38][CH3:39])[C:21]1[CH:26]=[CH:25][C:24]([O:27][CH3:28])=[C:23]([NH:29][C:54](=[O:55])[CH2:53][Cl:52])[CH:22]=1)(=[O:19])=[O:18])[C:8]1[CH:13]=[CH:12][C:11]([O:14][CH3:15])=[C:10]([NH:16][C:54](=[O:55])[CH2:53][Cl:52])[CH:9]=1. (2) Given the reactants [Br:1][C:2]1[CH:7]=[CH:6][C:5]([C:8]2[CH:13]=[CH:12][C:11]([OH:14])=[CH:10][CH:9]=2)=[CH:4][CH:3]=1.[OH-].[Na+].I[CH2:18][CH2:19][CH2:20][CH2:21][CH3:22], predict the reaction product. The product is: [Br:1][C:2]1[CH:3]=[CH:4][C:5]([C:8]2[CH:13]=[CH:12][C:11]([O:14][CH2:18][CH2:19][CH2:20][CH2:21][CH3:22])=[CH:10][CH:9]=2)=[CH:6][CH:7]=1. (3) Given the reactants [C:1]([O:5][C:6](=[O:20])[N:7]([C:13]1[CH:14]=[N:15][CH:16]=[CH:17][C:18]=1I)[CH2:8][C:9]([F:12])([F:11])[F:10])([CH3:4])([CH3:3])[CH3:2].[Cl:21][C:22]1[CH:27]=[CH:26][CH:25]=[CH:24][C:23]=1B(O)O, predict the reaction product. The product is: [C:1]([O:5][C:6](=[O:20])[N:7]([C:13]1[CH:14]=[N:15][CH:16]=[CH:17][C:18]=1[C:23]1[CH:24]=[CH:25][CH:26]=[CH:27][C:22]=1[Cl:21])[CH2:8][C:9]([F:12])([F:11])[F:10])([CH3:4])([CH3:3])[CH3:2]. (4) Given the reactants [CH2:1]([N:4]([C:18]1[C:23](Br)=[C:22]([N:25]([CH2:34][O:35][CH2:36][CH2:37][Si:38]([CH3:41])([CH3:40])[CH3:39])[CH2:26][O:27][CH2:28][CH2:29][Si:30]([CH3:33])([CH3:32])[CH3:31])[N:21]2[N:42]=[CH:43][C:44]([C:45]3[CH:46]=[N:47][C:48]4[C:53]([CH:54]=3)=[CH:52][C:51]([F:55])=[CH:50][CH:49]=4)=[C:20]2[N:19]=1)[CH:5]1[CH2:10][CH2:9][N:8]([C:11]([O:13][C:14]([CH3:17])([CH3:16])[CH3:15])=[O:12])[CH2:7][CH2:6]1)[CH:2]=[CH2:3].C([O-])([O-])=O.[K+].[K+], predict the reaction product. The product is: [CH3:31][Si:30]([CH3:32])([CH3:33])[CH2:29][CH2:28][O:27][CH2:26][N:25]([CH2:34][O:35][CH2:36][CH2:37][Si:38]([CH3:41])([CH3:39])[CH3:40])[C:22]1[N:21]2[N:42]=[CH:43][C:44]([C:45]3[CH:46]=[N:47][C:48]4[C:53]([CH:54]=3)=[CH:52][C:51]([F:55])=[CH:50][CH:49]=4)=[C:20]2[N:19]=[C:18]2[N:4]([CH:5]3[CH2:10][CH2:9][N:8]([C:11]([O:13][C:14]([CH3:16])([CH3:15])[CH3:17])=[O:12])[CH2:7][CH2:6]3)[CH:1]=[C:2]([CH3:3])[C:23]=12. (5) Given the reactants I[C:2]1[C:3](=[O:31])[N:4]([CH2:23][CH2:24][C:25]2[CH:30]=[CH:29][CH:28]=[CH:27][CH:26]=2)[C:5]([C:9]2[CH:14]=[CH:13][CH:12]=[CH:11][C:10]=2[O:15]CC2C=CC=CC=2)=[N:6][C:7]=1[CH3:8].[F:32][C:33]1[CH:38]=[C:37]([F:39])[CH:36]=[CH:35][C:34]=1B(O)O.S1C=CC(B(O)O)=C1, predict the reaction product. The product is: [F:32][C:33]1[CH:38]=[C:37]([F:39])[CH:36]=[CH:35][C:34]=1[C:2]1[C:3](=[O:31])[N:4]([CH2:23][CH2:24][C:25]2[CH:30]=[CH:29][CH:28]=[CH:27][CH:26]=2)[C:5]([C:9]2[CH:14]=[CH:13][CH:12]=[CH:11][C:10]=2[OH:15])=[N:6][C:7]=1[CH3:8]. (6) The product is: [C:24]([C:23]1[C:17]2[O:16][C:15]([CH:13]3[CH2:14][N:11]([C:9]([O:8][CH2:1][C:2]4[CH:7]=[CH:6][CH:5]=[CH:4][CH:3]=4)=[O:10])[CH2:12]3)=[N:19][C:18]=2[CH:20]=[CH:21][CH:22]=1)(=[O:26])[NH2:29]. Given the reactants [CH2:1]([O:8][C:9]([N:11]1[CH2:14][CH:13]([C:15]2[O:16][C:17]3[C:23]([C:24]([O:26]C)=O)=[CH:22][CH:21]=[CH:20][C:18]=3[N:19]=2)[CH2:12]1)=[O:10])[C:2]1[CH:7]=[CH:6][CH:5]=[CH:4][CH:3]=1.O.[NH3:29], predict the reaction product. (7) Given the reactants [F:1][C:2]1[CH:3]=[C:4]([CH:19]=[C:20]([F:22])[CH:21]=1)[C:5]([O:7][C:8]12[CH2:14][C:11]([CH2:15][CH2:16][CH2:17][OH:18])([CH2:12][CH2:13]1)[CH2:10][CH2:9]2)=[O:6].[O:23]1[CH:28]=[CH:27][CH2:26][CH2:25][CH2:24]1, predict the reaction product. The product is: [F:1][C:2]1[CH:3]=[C:4]([CH:19]=[C:20]([F:22])[CH:21]=1)[C:5]([O:7][C:8]12[CH2:14][C:11]([CH2:15][CH2:16][CH2:17][O:18][CH:24]3[CH2:25][CH2:26][CH2:27][CH2:28][O:23]3)([CH2:10][CH2:9]1)[CH2:12][CH2:13]2)=[O:6].